This data is from Forward reaction prediction with 1.9M reactions from USPTO patents (1976-2016). The task is: Predict the product of the given reaction. (1) Given the reactants [NH2:1][C:2]1[C:11]([O:12][CH3:13])=[CH:10][C:9]2[C:4](=[CH:5][CH:6]=[CH:7][CH:8]=2)[CH:3]=1.[C:14]1([N:24]=[C:25]=[O:26])[C:23]2[C:18](=[CH:19][CH:20]=[CH:21][CH:22]=2)[CH:17]=[CH:16][CH:15]=1, predict the reaction product. The product is: [CH3:13][O:12][C:11]1[C:2]([NH:1][C:25]([NH:24][C:14]2[C:23]3[C:18](=[CH:19][CH:20]=[CH:21][CH:22]=3)[CH:17]=[CH:16][CH:15]=2)=[O:26])=[CH:3][C:4]2[C:9]([CH:10]=1)=[CH:8][CH:7]=[CH:6][CH:5]=2. (2) The product is: [C:1]([O:4][C@@H:5]1[C@@H:10]([O:11][C:12](=[O:14])[CH3:13])[C@@H:9]([O:15][C:16](=[O:18])[CH3:17])[C@@H:8]([CH2:19][O:20][C:21](=[O:23])[CH3:22])[O:7][C@H:6]1[NH2:24])(=[O:3])[CH3:2]. Given the reactants [C:1]([O:4][C@@H:5]1[C@@H:10]([O:11][C:12](=[O:14])[CH3:13])[C@@H:9]([O:15][C:16](=[O:18])[CH3:17])[C@@H:8]([CH2:19][O:20][C:21](=[O:23])[CH3:22])[O:7][C@H:6]1[N:24]=[N+]=[N-])(=[O:3])[CH3:2].CO, predict the reaction product. (3) Given the reactants OC1C=CC([NH:8][C:9]([C:11]2([C:14]([NH:16][C:17]3[CH:22]=[CH:21][C:20]([F:23])=[CH:19][CH:18]=3)=[O:15])[CH2:13][CH2:12]2)=[O:10])=CC=1.[CH3:24][O:25][C:26]1[CH:27]=[C:28]2[C:33](=[CH:34][C:35]=1[O:36][CH3:37])[N:32]=[CH:31][CH:30]=[C:29]2[O:38]S(C(F)(F)F)(=O)=O, predict the reaction product. The product is: [CH3:24][O:25][C:26]1[CH:27]=[C:28]2[C:33](=[CH:34][C:35]=1[O:36][CH3:37])[N:32]=[CH:31][CH:30]=[C:29]2[O:38][C:17]1[CH:22]=[CH:21][C:20]([N:16]([C:17]2[CH:18]=[CH:19][C:20]([F:23])=[CH:21][CH:22]=2)[C:14]([C:11]2([C:9]([NH2:8])=[O:10])[CH2:12][CH2:13]2)=[O:15])=[CH:19][CH:18]=1. (4) Given the reactants [O:1]1[CH2:6][CH2:5][N:4]([C:7]2[CH:8]=[N:9][CH:10]=[C:11]3[C:16]=2[N:15]=[C:14]([C:17]([OH:19])=O)[CH:13]=[CH:12]3)[CH2:3][CH2:2]1.C(N1C=CN=C1)([N:22]1C=CN=C1)=O.[OH-].[NH4+].[Cl-].[NH4+].C(N(CC)CC)C, predict the reaction product. The product is: [O:1]1[CH2:2][CH2:3][N:4]([C:7]2[CH:8]=[N:9][CH:10]=[C:11]3[C:16]=2[N:15]=[C:14]([C:17]([NH2:22])=[O:19])[CH:13]=[CH:12]3)[CH2:5][CH2:6]1. (5) Given the reactants [C:1]([C:5]1[CH:10]=[CH:9][C:8](Br)=[CH:7][CH:6]=1)([CH3:4])([CH3:3])[CH3:2].[CH2:12]([NH2:18])[CH2:13][CH2:14][CH2:15][CH2:16][CH3:17].CC(C)([O-])C.[Na+], predict the reaction product. The product is: [CH2:12]([NH:18][C:8]1[CH:9]=[CH:10][C:5]([C:1]([CH3:4])([CH3:3])[CH3:2])=[CH:6][CH:7]=1)[CH2:13][CH2:14][CH2:15][CH2:16][CH3:17].